Dataset: Full USPTO retrosynthesis dataset with 1.9M reactions from patents (1976-2016). Task: Predict the reactants needed to synthesize the given product. (1) Given the product [CH3:26][O:25][C:22]1[CH:23]=[CH:24][C:19]([CH2:18][N:1]([CH2:18][C:19]2[CH:24]=[CH:23][C:22]([O:25][CH3:26])=[CH:21][CH:20]=2)[C:2]2[CH:3]=[C:4]([F:16])[C:5]([C:9]([CH3:14])([CH3:15])[C:10]([O:12][CH3:13])=[O:11])=[C:6]([F:8])[CH:7]=2)=[CH:20][CH:21]=1, predict the reactants needed to synthesize it. The reactants are: [NH2:1][C:2]1[CH:7]=[C:6]([F:8])[C:5]([C:9]([CH3:15])([CH3:14])[C:10]([O:12][CH3:13])=[O:11])=[C:4]([F:16])[CH:3]=1.Cl[CH2:18][C:19]1[CH:24]=[CH:23][C:22]([O:25][CH3:26])=[CH:21][CH:20]=1.[H-].[Na+].[Cl-].[NH4+]. (2) Given the product [CH3:18][C:17]1[C:10]2[O:9][CH2:2][CH:12]([OH:13])[C:11]=2[CH:14]=[CH:15][CH:16]=1, predict the reactants needed to synthesize it. The reactants are: [Cl-].[CH3:2][S+](C)(C)=O.[H-].[Na+].[OH:9][C:10]1[C:17]([CH3:18])=[CH:16][CH:15]=[CH:14][C:11]=1[CH:12]=[O:13].